This data is from Experimentally validated miRNA-target interactions with 360,000+ pairs, plus equal number of negative samples. The task is: Binary Classification. Given a miRNA mature sequence and a target amino acid sequence, predict their likelihood of interaction. The miRNA is mmu-miR-3473d with sequence CCACUGAGCCACUUUCCAGCCCUU. The protein sequence of the target gene is MAGGPGPGEPVVPGAQHFLYEVPPWVMCRFYKVMDALEPADWCQFAALIVRDQTELRLCERSEQRTASVLWPWINRNARVADLVHILTHLQLLRARDIITAWHPPAPVVPPSTAAPRPSSISAGSEAGDWSPRKLQSSASTFLSPAFPGSQTHSESELLQVPLPVSLGPPLPSSAPSSTKSSPESPVSGLQRAHPSPFCWPFCEISQGTCNFSEELRIGEGGFGCVYRAVMRNTTYAVKRLKEEADLEWTMVKQSFLTEVEQLSRFRHPNIVDFAGYCAESGLYCLVYGFLPNGSLEDQL.... Result: 1 (interaction).